This data is from Full USPTO retrosynthesis dataset with 1.9M reactions from patents (1976-2016). The task is: Predict the reactants needed to synthesize the given product. (1) The reactants are: [H-].[Na+].[NH:3]1[C:11]2[C:6](=[CH:7][CH:8]=[CH:9][CH:10]=2)[CH:5]=[C:4]1[C:12]([O:14][CH2:15][CH3:16])=[O:13].Cl.Cl[CH2:19][C:20]1[N:21]([CH3:25])[CH:22]=[CH:23][N:24]=1. Given the product [CH3:25][N:21]1[CH:22]=[CH:23][N:24]=[C:20]1[CH2:19][N:3]1[C:11]2[C:6](=[CH:7][CH:8]=[CH:9][CH:10]=2)[CH:5]=[C:4]1[C:12]([O:14][CH2:15][CH3:16])=[O:13], predict the reactants needed to synthesize it. (2) Given the product [Br:17][C:18]1[CH:23]=[CH:22][C:21]([O:16][CH2:15][CH:12]2[CH2:13][CH2:14][N:9]([C:7]3[O:6][N:5]=[C:4]([CH:2]([CH3:1])[CH3:3])[N:8]=3)[CH2:10][CH2:11]2)=[CH:20][CH:19]=1, predict the reactants needed to synthesize it. The reactants are: [CH3:1][CH:2]([C:4]1[N:8]=[C:7]([N:9]2[CH2:14][CH2:13][CH:12]([CH2:15][OH:16])[CH2:11][CH2:10]2)[O:6][N:5]=1)[CH3:3].[Br:17][C:18]1[CH:23]=[CH:22][C:21](O)=[CH:20][CH:19]=1.C1C=CC(P(C2C=CC=CC=2)C2C=CC=CC=2)=CC=1.N(C(OC(C)C)=O)=NC(OC(C)C)=O. (3) Given the product [NH:1]1[CH2:6][CH2:5][CH2:4][CH2:3][CH:2]1[CH2:7][N:8]1[C:16](=[O:17])[C:15]2[C:10](=[CH:11][CH:12]=[CH:13][CH:14]=2)[C:9]1=[O:18], predict the reactants needed to synthesize it. The reactants are: [N:1]1[CH:6]=[CH:5][CH:4]=[CH:3][C:2]=1[CH2:7][N:8]1[C:16](=[O:17])[C:15]2[C:10](=[CH:11][CH:12]=[CH:13][CH:14]=2)[C:9]1=[O:18]. (4) Given the product [NH2:10][CH:9]([CH2:14][C:15]1[CH:20]=[C:19]([CH3:21])[CH:18]=[C:17]([O:22][C:23]([F:28])([F:27])[CH:24]([F:26])[F:25])[CH:16]=1)[CH:8]([C:5]1[CH:6]=[CH:7][C:2]([F:1])=[CH:3][CH:4]=1)[OH:12], predict the reactants needed to synthesize it. The reactants are: [F:1][C:2]1[CH:7]=[CH:6][C:5]([CH:8]2[O:12]C(=O)[NH:10][CH:9]2[CH2:14][C:15]2[CH:20]=[C:19]([CH3:21])[CH:18]=[C:17]([O:22][C:23]([F:28])([F:27])[CH:24]([F:26])[F:25])[CH:16]=2)=[CH:4][CH:3]=1.[OH-].[Na+]. (5) Given the product [CH2:1]([N:3]([CH3:32])[C:4]1[N:5]=[C:6]([NH:24][C:25]2[CH:30]=[C:29]([CH3:31])[CH:28]=[CH:27][N:26]=2)[C:7]2[N:12]([CH2:13][CH2:14][O:15][CH2:16][C:17]([F:18])([F:19])[F:20])[N:11]=[C:10]([C:21]([NH:49][S:46]([CH3:45])(=[O:48])=[O:47])=[O:23])[C:8]=2[N:9]=1)[CH3:2], predict the reactants needed to synthesize it. The reactants are: [CH2:1]([N:3]([CH3:32])[C:4]1[N:5]=[C:6]([NH:24][C:25]2[CH:30]=[C:29]([CH3:31])[CH:28]=[CH:27][N:26]=2)[C:7]2[N:12]([CH2:13][CH2:14][O:15][CH2:16][C:17]([F:20])([F:19])[F:18])[N:11]=[C:10]([C:21]([OH:23])=O)[C:8]=2[N:9]=1)[CH3:2].Cl.CN(C)CCCN=C=NCC.[CH3:45][S:46]([NH2:49])(=[O:48])=[O:47]. (6) Given the product [NH2:9][C:10]1[N:11](/[C:7](=[N:6]/[CH:1]2[CH2:5][CH2:4][CH2:3][CH2:2]2)/[C:8]([C:17]2[CH:22]=[CH:21][C:20]([CH2:23][CH3:24])=[CH:19][CH:18]=2)=[O:25])[N:12]=[CH:13][C:14]=1[C:15]#[N:16], predict the reactants needed to synthesize it. The reactants are: [CH:1]1([NH:6][C:7]2[N:11]3[N:12]=[CH:13][C:14]([C:15]#[N:16])=[C:10]3[NH:9][C:8]=2[C:17]2[CH:22]=[CH:21][C:20]([CH2:23][CH3:24])=[CH:19][CH:18]=2)[CH2:5][CH2:4][CH2:3][CH2:2]1.[OH2:25].